Dataset: Reaction yield outcomes from USPTO patents with 853,638 reactions. Task: Predict the reaction yield, written as a fraction of the theoretical maximum amount of product (1.0 means a 100% yield; for example, 0.34 means a 34% yield). (1) The reactants are [N:1]1[CH:2]=[C:3]([C:18]([CH3:24])([CH3:23])[C:19]([O:21]C)=[O:20])[N:4]2[C:17]=1[C:16]1[CH:15]=[CH:14][CH:13]=[CH:12][C:11]=1[C:10]1[CH:9]=[CH:8][CH:7]=[CH:6][C:5]2=1.[OH-].[Na+]. The catalyst is CO.O. The product is [N:1]1[CH:2]=[C:3]([C:18]([CH3:24])([CH3:23])[C:19]([OH:21])=[O:20])[N:4]2[C:17]=1[C:16]1[CH:15]=[CH:14][CH:13]=[CH:12][C:11]=1[C:10]1[CH:9]=[CH:8][CH:7]=[CH:6][C:5]2=1. The yield is 0.820. (2) The reactants are [CH3:1][O:2][C:3]1[CH:30]=[CH:29][CH:28]=[CH:27][C:4]=1[C:5]([C:7]1[CH:12]=[CH:11][C:10]([CH3:13])=[CH:9][C:8]=1[NH:14][C:15](=[O:26])[NH:16][C:17]1[S:18][CH:19]=[C:20]([CH2:22][C:23]([OH:25])=O)[N:21]=1)=[O:6].[CH3:31][NH2:32].C1COCC1. No catalyst specified. The product is [CH3:1][O:2][C:3]1[CH:30]=[CH:29][CH:28]=[CH:27][C:4]=1[C:5]([C:7]1[CH:12]=[CH:11][C:10]([CH3:13])=[CH:9][C:8]=1[NH:14][C:15](=[O:26])[NH:16][C:17]1[S:18][CH:19]=[C:20]([CH2:22][C:23]([NH:32][CH3:31])=[O:25])[N:21]=1)=[O:6]. The yield is 0.750. (3) The catalyst is C(Cl)Cl. The product is [CH:27]([N:30]1[CH2:35][CH2:34][N:33]([C:1]([O:2][CH:3]2[CH2:4][N:5]([C:7]3[CH:12]=[CH:11][C:10]([C:13](=[O:15])[NH2:14])=[CH:9][N:8]=3)[CH2:6]2)=[O:26])[CH2:32][CH2:31]1)([CH3:29])[CH3:28]. The yield is 0.100. The reactants are [C:1](=[O:26])(OC1C=CC([N+]([O-])=O)=CC=1)[O:2][CH:3]1[CH2:6][N:5]([C:7]2[CH:12]=[CH:11][C:10]([C:13](=[O:15])[NH2:14])=[CH:9][N:8]=2)[CH2:4]1.[CH:27]([N:30]1[CH2:35][CH2:34][NH:33][CH2:32][CH2:31]1)([CH3:29])[CH3:28]. (4) The reactants are [Br:1][C:2]1[CH:3]=[C:4]([O:8][C:9]2[CH:10]=[CH:11][C:12]([N+:24]([O-])=O)=[C:13]([CH2:15][NH:16][C:17](=[O:23])[O:18][C:19]([CH3:22])([CH3:21])[CH3:20])[CH:14]=2)[CH:5]=[N:6][CH:7]=1.[Cl-].[NH4+].C(O)C. The catalyst is [Fe].O. The product is [NH2:24][C:12]1[CH:11]=[CH:10][C:9]([O:8][C:4]2[CH:5]=[N:6][CH:7]=[C:2]([Br:1])[CH:3]=2)=[CH:14][C:13]=1[CH2:15][NH:16][C:17](=[O:23])[O:18][C:19]([CH3:21])([CH3:20])[CH3:22]. The yield is 0.940. (5) The reactants are [CH2:1]([O:3][C:4]([C:6]1[C:11]([NH2:12])=[CH:10][CH:9]=[CH:8][N:7]=1)=[O:5])[CH3:2].[Br:13]N1C(=O)CCC1=O. The catalyst is C(#N)C. The product is [CH2:1]([O:3][C:4]([C:6]1[C:11]([NH2:12])=[CH:10][CH:9]=[C:8]([Br:13])[N:7]=1)=[O:5])[CH3:2]. The yield is 0.370. (6) The product is [C:1]([O:5][C:6](=[O:19])[N:7]([CH3:8])[C@H:9]1[CH2:14][CH2:13][C@H:12]([C:15]#[C:16][CH2:26][CH2:27][CH2:28][O:29][CH:30]2[CH2:35][CH2:34][CH2:33][CH2:32][O:31]2)[CH2:11][CH2:10]1)([CH3:4])([CH3:3])[CH3:2]. The catalyst is C1COCC1.CN1C(=O)N(C)CCC1. The reactants are [C:1]([O:5][C:6](=[O:19])[N:7]([C@H:9]1[CH2:14][CH2:13][C@H:12]([CH:15]=[C:16](Br)Br)[CH2:11][CH2:10]1)[CH3:8])([CH3:4])([CH3:3])[CH3:2].[Li]CCCC.Br[CH2:26][CH2:27][CH2:28][O:29][CH:30]1[CH2:35][CH2:34][CH2:33][CH2:32][O:31]1.[NH4+].[Cl-]. The yield is 0.420. (7) The reactants are Cl.[NH2:2][C@@H:3]([C:8]([O:10][CH3:11])=[O:9])[CH2:4][CH:5]([CH3:7])[CH3:6].C(O[BH-](OC(=O)C)OC(=O)C)(=O)C.[Na+].ClCCl.[CH:29]([C:31]1([NH:34][C:35](=[O:44])[O:36][CH2:37][C:38]2[CH:43]=[CH:42][CH:41]=[CH:40][CH:39]=2)[CH2:33][CH2:32]1)=O. The catalyst is C(OCC)(=O)C.[Cl-].[Zn+2].[Cl-]. The product is [CH2:37]([O:36][C:35]([NH:34][C:31]1([CH2:29][NH:2][C@@H:3]([C:8]([O:10][CH3:11])=[O:9])[CH2:4][CH:5]([CH3:7])[CH3:6])[CH2:33][CH2:32]1)=[O:44])[C:38]1[CH:43]=[CH:42][CH:41]=[CH:40][CH:39]=1. The yield is 0.470. (8) The reactants are [C:1]1([CH3:37])[C:2]([NH:7][C:8]2[O:9][C:10]([C:18]3[CH:23]=[CH:22][C:21]([N:24]4[CH2:29][CH2:28][N:27]([C:30]([O:32][C:33]([CH3:36])([CH3:35])[CH3:34])=[O:31])[CH2:26][CH2:25]4)=[CH:20][CH:19]=3)=[C:11]([C:13]([O:15]CC)=[O:14])[N:12]=2)=[CH:3][CH:4]=[CH:5][CH:6]=1.[OH-].C[Sn+](C)C. The catalyst is ClCCCl.C(Cl)Cl. The product is [C:1]1([CH3:37])[C:2]([NH:7][C:8]2[O:9][C:10]([C:18]3[CH:19]=[CH:20][C:21]([N:24]4[CH2:29][CH2:28][N:27]([C:30]([O:32][C:33]([CH3:35])([CH3:34])[CH3:36])=[O:31])[CH2:26][CH2:25]4)=[CH:22][CH:23]=3)=[C:11]([C:13]([OH:15])=[O:14])[N:12]=2)=[CH:3][CH:4]=[CH:5][CH:6]=1. The yield is 0.960.